Dataset: Reaction yield outcomes from USPTO patents with 853,638 reactions. Task: Predict the reaction yield, written as a fraction of the theoretical maximum amount of product (1.0 means a 100% yield; for example, 0.34 means a 34% yield). (1) The reactants are [C:1]1([C:7]2[O:8][C:9]3[C:15]([C:16]([OH:18])=O)=[CH:14][CH:13]=[CH:12][C:10]=3[N:11]=2)[CH:6]=[CH:5][CH:4]=[CH:3][CH:2]=1.[NH2:19][CH:20]1[CH2:25][CH2:24][N:23]([CH3:26])[CH2:22][CH2:21]1. No catalyst specified. The product is [CH3:26][N:23]1[CH2:24][CH2:25][CH:20]([NH:19][C:16]([C:15]2[C:9]3[O:8][C:7]([C:1]4[CH:2]=[CH:3][CH:4]=[CH:5][CH:6]=4)=[N:11][C:10]=3[CH:12]=[CH:13][CH:14]=2)=[O:18])[CH2:21][CH2:22]1. The yield is 0.580. (2) The product is [CH3:18][C:19]1[CH:20]=[C:21]([CH2:22][CH:6]([NH2:10])[C:2]2[S:1][CH:5]=[CH:4][CH:3]=2)[CH:25]=[C:26]([CH3:28])[CH:27]=1. The yield is 0.300. The reactants are [S:1]1[CH:5]=[CH:4][CH:3]=[C:2]1[CH:6]=O.C[Si](C)(C)[NH:10][Si](C)(C)C.[Li].[CH3:18][C:19]1[CH:20]=[C:21]([CH:25]=[C:26]([CH3:28])[CH:27]=1)[CH2:22][Mg]Cl. The catalyst is C1(C)C=CC=CC=1.O1CCCC1.